From a dataset of Reaction yield outcomes from USPTO patents with 853,638 reactions. Predict the reaction yield, written as a fraction of the theoretical maximum amount of product (1.0 means a 100% yield; for example, 0.34 means a 34% yield). (1) The product is [F:28][C:23]1[CH:24]=[CH:25][CH:26]=[CH:27][C:22]=1[NH:21][C:19]([NH:18][C:15]1[CH:16]=[CH:17][C:12]([Cl:11])=[C:13]([S:30]([N:33]([CH3:35])[CH3:34])(=[O:31])=[O:32])[C:14]=1[O:29][Si:36]([C:39]([CH3:42])([CH3:41])[CH3:40])([CH3:38])[CH3:37])=[S:20]. No catalyst specified. The reactants are C1(NC(N)=S)C=CC=CC=1.[Cl:11][C:12]1[CH:17]=[CH:16][C:15]([NH:18][C:19]([NH:21][C:22]2[CH:27]=[CH:26][CH:25]=[CH:24][C:23]=2[F:28])=[S:20])=[C:14]([OH:29])[C:13]=1[S:30]([N:33]([CH3:35])[CH3:34])(=[O:32])=[O:31].[Si:36](Cl)([C:39]([CH3:42])([CH3:41])[CH3:40])([CH3:38])[CH3:37].N1C=CN=C1. The yield is 0.690. (2) The reactants are [ClH:1].[NH2:2][CH2:3][CH2:4][CH2:5][CH2:6][C:7]1[N:11]=[C:10]([CH2:12][CH:13]([C:20]2[CH:28]=[CH:27][C:23]3[O:24][CH2:25][O:26][C:22]=3[CH:21]=2)[CH2:14][C:15]([O:17][CH2:18][CH3:19])=[O:16])[O:9][N:8]=1.[C:29](=[NH:34])(OCC)[CH3:30].C(N(CC)CC)C. The catalyst is CCO. The product is [ClH:1].[O:24]1[C:23]2[CH:27]=[CH:28][C:20]([CH:13]([CH2:12][C:10]3[O:9][N:8]=[C:7]([CH2:6][CH2:5][CH2:4][CH2:3][NH:2][C:29](=[NH:34])[CH3:30])[N:11]=3)[CH2:14][C:15]([O:17][CH2:18][CH3:19])=[O:16])=[CH:21][C:22]=2[O:26][CH2:25]1. The yield is 0.850. (3) The reactants are [F:1][C:2]1[CH:3]=[C:4]([CH:34]=[C:35]([F:37])[CH:36]=1)[CH2:5][C:6]1[CH:7]=[C:8]2[C:12](=[CH:13][CH:14]=1)[NH:11][N:10]=[C:9]2[NH:15][C:16](=[O:33])[C:17]1[CH:22]=[CH:21][C:20]([N:23]2[CH2:28][CH2:27][N:26]([CH3:29])[CH2:25][CH2:24]2)=[CH:19][C:18]=1[N+:30]([O-])=O.C1CCCCC=1. The catalyst is [Pd].O1CCOCC1. The product is [NH2:30][C:18]1[CH:19]=[C:20]([N:23]2[CH2:24][CH2:25][N:26]([CH3:29])[CH2:27][CH2:28]2)[CH:21]=[CH:22][C:17]=1[C:16]([NH:15][C:9]1[C:8]2[C:12](=[CH:13][CH:14]=[C:6]([CH2:5][C:4]3[CH:34]=[C:35]([F:37])[CH:36]=[C:2]([F:1])[CH:3]=3)[CH:7]=2)[NH:11][N:10]=1)=[O:33]. The yield is 0.830. (4) The reactants are [CH3:1][N:2]1[CH:6]=[C:5]([CH:7]([CH3:10])[CH2:8][NH2:9])[N:4]=[C:3]1[C:11]1[CH:16]=[CH:15][CH:14]=[CH:13][CH:12]=1.[F:17][C:18]([F:34])([F:33])[C:19]1[O:23][N:22]=[C:21]([C:24]2[CH:25]=[N:26][CH:27]=[C:28]([CH:32]=2)[C:29](O)=[O:30])[N:20]=1. No catalyst specified. The product is [CH3:1][N:2]1[CH:6]=[C:5]([CH:7]([CH3:10])[CH2:8][NH:9][C:29](=[O:30])[C:28]2[CH:32]=[C:24]([C:21]3[N:20]=[C:19]([C:18]([F:34])([F:33])[F:17])[O:23][N:22]=3)[CH:25]=[N:26][CH:27]=2)[N:4]=[C:3]1[C:11]1[CH:16]=[CH:15][CH:14]=[CH:13][CH:12]=1. The yield is 0.160.